Dataset: Reaction yield outcomes from USPTO patents with 853,638 reactions. Task: Predict the reaction yield, written as a fraction of the theoretical maximum amount of product (1.0 means a 100% yield; for example, 0.34 means a 34% yield). (1) The product is [CH3:14][C@@H:9]1[CH2:10][O:11][CH2:12][CH2:13][N:8]1[C:6]1[CH:5]=[C:4]([C:15]2([S@@:18]([CH3:21])(=[NH:20])=[O:19])[CH2:17][CH2:16]2)[N:3]=[C:2]([C:36]2[CH:35]=[CH:34][N:33]=[C:32]3[NH:28][CH:29]=[CH:30][C:31]=23)[N:7]=1. The yield is 0.460. The reactants are Cl[C:2]1[N:7]=[C:6]([N:8]2[CH2:13][CH2:12][O:11][CH2:10][C@H:9]2[CH3:14])[CH:5]=[C:4]([C:15]2([S@:18]([CH3:21])(=[NH:20])=[O:19])[CH2:17][CH2:16]2)[N:3]=1.C(=O)([O-])[O-].[Na+].[Na+].[NH:28]1[C:32]2=[N:33][CH:34]=[CH:35][C:36](B(O)O)=[C:31]2[CH:30]=[CH:29]1. The catalyst is CCOC(C)=O.Cl[Pd](Cl)([P](C1C=CC=CC=1)(C1C=CC=CC=1)C1C=CC=CC=1)[P](C1C=CC=CC=1)(C1C=CC=CC=1)C1C=CC=CC=1. (2) The reactants are N([O-])=O.[Na+].[N:5]1([C:11]([C:13]2[N:18]=[CH:17][C:16](N)=[CH:15][CH:14]=2)=[O:12])[CH2:10][CH2:9][CH2:8][CH2:7][CH2:6]1.NC(N)=O.[I-:24].[Na+]. The catalyst is Cl. The product is [I:24][C:16]1[CH:15]=[CH:14][C:13]([C:11]([N:5]2[CH2:10][CH2:9][CH2:8][CH2:7][CH2:6]2)=[O:12])=[N:18][CH:17]=1. The yield is 0.230. (3) The reactants are [C:1]([OH:7])(=[O:6])[CH2:2][CH2:3][C:4]#[CH:5].C([O-])([O-])=O.[K+].[K+].[CH2:14](Br)[C:15]1[CH:20]=[CH:19][CH:18]=[CH:17][CH:16]=1. The catalyst is CN(C=O)C.O. The product is [C:1]([O:7][CH2:14][C:15]1[CH:20]=[CH:19][CH:18]=[CH:17][CH:16]=1)(=[O:6])[CH2:2][CH2:3][C:4]#[CH:5]. The yield is 1.00.